This data is from Forward reaction prediction with 1.9M reactions from USPTO patents (1976-2016). The task is: Predict the product of the given reaction. (1) Given the reactants [Cl:1][C:2]1[CH:7]=[CH:6][CH:5]=[C:4]([Cl:8])[C:3]=1[C:9]([NH:11][C@H:12]([C:34]([O:36]C)=[O:35])[CH2:13][C:14]1[CH:19]=[CH:18][C:17]([O:20][CH2:21][CH2:22][C:23]2[CH:28]=[CH:27][CH:26]=[C:25]([NH:29][CH2:30][CH2:31][O:32][CH3:33])[N:24]=2)=[CH:16][CH:15]=1)=[O:10].[Li+].[OH-], predict the reaction product. The product is: [Cl:1][C:2]1[CH:7]=[CH:6][CH:5]=[C:4]([Cl:8])[C:3]=1[C:9]([NH:11][C@H:12]([C:34]([OH:36])=[O:35])[CH2:13][C:14]1[CH:15]=[CH:16][C:17]([O:20][CH2:21][CH2:22][C:23]2[CH:28]=[CH:27][CH:26]=[C:25]([NH:29][CH2:30][CH2:31][O:32][CH3:33])[N:24]=2)=[CH:18][CH:19]=1)=[O:10]. (2) The product is: [CH3:23][N:24]1[CH2:29][CH2:28][N:27]([S:30]([C:33]2[CH:40]=[CH:39][C:36]([CH2:37][NH:1][C:2]3[CH:3]=[C:4]4[C:9](=[CH:10][CH:11]=3)[N:8]=[CH:7][C:6]([C:12]#[N:13])=[C:5]4[NH:14][C:15]3[CH:20]=[CH:19][C:18]([F:21])=[C:17]([Cl:22])[CH:16]=3)=[CH:35][CH:34]=2)(=[O:32])=[O:31])[CH2:26][CH2:25]1. Given the reactants [NH2:1][C:2]1[CH:3]=[C:4]2[C:9](=[CH:10][CH:11]=1)[N:8]=[CH:7][C:6]([C:12]#[N:13])=[C:5]2[NH:14][C:15]1[CH:20]=[CH:19][C:18]([F:21])=[C:17]([Cl:22])[CH:16]=1.[CH3:23][N:24]1[CH2:29][CH2:28][N:27]([S:30]([C:33]2[CH:40]=[CH:39][C:36]([CH:37]=O)=[CH:35][CH:34]=2)(=[O:32])=[O:31])[CH2:26][CH2:25]1.[BH3-]C#N.[Na+], predict the reaction product. (3) Given the reactants [CH3:1][O:2][C:3]1[C:4]([CH2:16][O:17][C:18]2[CH:23]=[CH:22][C:21]([C:24]3[CH:28]=[CH:27][N:26]([CH3:29])[N:25]=3)=[CH:20][C:19]=2Br)=[C:5]([N:9]2[C:13](=[O:14])[N:12]([CH3:15])[N:11]=[N:10]2)[CH:6]=[CH:7][CH:8]=1.[CH2:31](B(O)O)[CH3:32].P([O-])([O-])([O-])=O.[K+].[K+].[K+].O1CCOCC1, predict the reaction product. The product is: [CH3:1][O:2][C:3]1[C:4]([CH2:16][O:17][C:18]2[CH:23]=[CH:22][C:21]([C:24]3[CH:28]=[CH:27][N:26]([CH3:29])[N:25]=3)=[CH:20][C:19]=2[CH2:31][CH3:32])=[C:5]([N:9]2[C:13](=[O:14])[N:12]([CH3:15])[N:11]=[N:10]2)[CH:6]=[CH:7][CH:8]=1.